From a dataset of Experimentally validated miRNA-target interactions with 360,000+ pairs, plus equal number of negative samples. Binary Classification. Given a miRNA mature sequence and a target amino acid sequence, predict their likelihood of interaction. (1) The miRNA is hsa-miR-650 with sequence AGGAGGCAGCGCUCUCAGGAC. The protein sequence of the target gene is MAATSLMSALAARLLQPAHSCSLRLRPFHLAAVRNEAVVISGRKLAQQIKQEVRQEVEEWVASGNKRPHLSVILVGENPASHSYVLNKTRAAAVVGINSETIMKPASISEEELLNLINKLNNDDNVDGLLVQLPLPEHIDERRICNAVSPDKDVDGFHVINVGRMCLDQYSMLPATPWGVWEIIKRTGIPTLGKNVVVAGRSKNVGMPIAMLLHTDGAHERPGGDATVTISHRYTPKEQLKKHTILADIVISAAGIPNLITADMIKEGAAVIDVGINRVHDPVTAKPKLVGDVDFEGVRQ.... Result: 1 (interaction). (2) The miRNA is hsa-miR-6883-5p with sequence AGGGAGGGUGUGGUAUGGAUGU. Result: 1 (interaction). The protein sequence of the target gene is MRSGGRGRPRLRLGERGLMEPLLPPKRRLLPRVRLLPLLLALAVGSAFYTIWSGWHRRTEELPLGRELRVPLIGSLPEARLRRVVGQLDPQRLWSTYLRPLLVVRTPGSPGNLQVRKFLEATLRSLTAGWHVELDPFTASTPLGPVDFGNVVATLDPRAARHLTLACHYDSKLFPPGSTPFVGATDSAVPCALLLELAQALDLELSRAKKQAAPVTLQLLFLDGEEALKEWGPKDSLYGSRHLAQLMESIPHSPGPTRIQAIELFMLLDLLGAPNPTFYSHFPRTVRWFHRLRSIEKRLH.... (3) The miRNA is mmu-miR-374b-5p with sequence AUAUAAUACAACCUGCUAAGUG. The protein sequence of the target gene is MTMDKSELVQKAKLAEQAERYDDMAAAMKAVTEQGHELSNEERNLLSVAYKNVVGARRSSWRVISSIEQKTERNEKKQQMGKEYREKIEAELQDICNDVLELLDKYLILNATQAESKVFYLKMKGDYFRYLSEVASGENKQTTVSNSQQAYQEAFEISKKEMQPTHPIRLGLALNFSVFYYEILNSPEKACSLAKTAFDEAIAELDTLNEESYKDSTLIMQLLRDNLTLWTSENQGDEGDAGEGEN. Result: 0 (no interaction). (4) The miRNA is hsa-miR-3165 with sequence AGGUGGAUGCAAUGUGACCUCA. The protein sequence of the target gene is MSLVTVPFYQKRHRHFDQSYRNIQTRYLLDEYASKKRASTQASSQKSLSQRSSSQRASSQTSLGGTICRVCAKRVSTQEDEEQENRSRYQSLVAAYGEAKRQRFLSELAHLEEDVHLARSQARDKLDKYAIQQMMEDKLAWERHTFEERISRAPEILVRLRSHTVWERMSVKLCFTVQGFPTPVVQWYKDGSLICQAAEPGKYRIESNYGVHTLEINRADFDDTATYSAVATNAHGQVSTNAAVVVRRFRGDEEPFRSVGLPIGLPLSSMIPYTHFDVQFLEKFGVTFRREGETVTLKCT.... Result: 1 (interaction). (5) The miRNA is hsa-miR-4725-3p with sequence UGGGGAAGGCGUCAGUGUCGGG. The protein sequence of the target gene is MAALLLGAVLLVAQPQLVPSRPAELGQQELLRKAGTLQDDVRDGVAPNGSAQQLPQTIIIGVRKGGTRALLEMLSLHPDVAAAENEVHFFDWEEHYSHGLGWYLSQMPFSWPHQLTVEKTPAYFTSPKVPERVYSMNPSIRLLLILRDPSERVLSDYTQVFYNHMQKHKPYPSIEEFLVRDGRLNVDYKALNRSLYHVHMQNWLRFFPLRHIHIVDGDRLIRDPFPEIQKVERFLKLSPQINASNFYFNKTKGFYCLRDSGRDRCLHESKGRAHPQVDPKLLNKLHEYFHEPNKKFFELV.... Result: 0 (no interaction).